Task: Predict the reactants needed to synthesize the given product.. Dataset: Full USPTO retrosynthesis dataset with 1.9M reactions from patents (1976-2016) (1) Given the product [F:27][C:26]([F:28])([F:29])[C:23]1[CH:24]=[CH:25][C:20]([C:18]2[CH:19]=[C:14]([CH:15]=[C:16]([C:30]3[CH:35]=[CH:34][C:33]([C:36]([F:39])([F:37])[F:38])=[CH:32][CH:31]=3)[CH:17]=2)[CH2:13][O:12][C:9]2[CH:10]=[CH:11][C:6]([O:5][CH2:4][C:3]([OH:41])=[O:2])=[C:7]([CH3:40])[CH:8]=2)=[CH:21][CH:22]=1, predict the reactants needed to synthesize it. The reactants are: C[O:2][C:3](=[O:41])[CH2:4][O:5][C:6]1[CH:11]=[CH:10][C:9]([O:12][CH2:13][C:14]2[CH:19]=[C:18]([C:20]3[CH:25]=[CH:24][C:23]([C:26]([F:29])([F:28])[F:27])=[CH:22][CH:21]=3)[CH:17]=[C:16]([C:30]3[CH:35]=[CH:34][C:33]([C:36]([F:39])([F:38])[F:37])=[CH:32][CH:31]=3)[CH:15]=2)=[CH:8][C:7]=1[CH3:40].O.[OH-].[Li+].O. (2) Given the product [F:40][C:21]1[CH:22]=[C:23]([NH:26][C:27]([NH:29][C:30]2[CH:35]=[CH:34][C:33]([C:36]([F:39])([F:37])[F:38])=[CH:32][CH:31]=2)=[O:28])[CH:24]=[CH:25][C:20]=1[O:19][C:13]1[C:12]2[C:17](=[CH:18][C:9]([OH:8])=[C:10]([O:41][CH3:42])[CH:11]=2)[N:16]=[CH:15][CH:14]=1, predict the reactants needed to synthesize it. The reactants are: C([O:8][C:9]1[CH:18]=[C:17]2[C:12]([C:13]([O:19][C:20]3[CH:25]=[CH:24][C:23]([NH:26][C:27]([NH:29][C:30]4[CH:35]=[CH:34][C:33]([C:36]([F:39])([F:38])[F:37])=[CH:32][CH:31]=4)=[O:28])=[CH:22][C:21]=3[F:40])=[CH:14][CH:15]=[N:16]2)=[CH:11][C:10]=1[O:41][CH3:42])C1C=CC=CC=1. (3) Given the product [NH2:22][C:16]1([CH2:15][C:14]([N:11]2[CH2:12][CH2:13][C@@:8]([C:5]3[CH:4]=[CH:3][C:2]([Cl:1])=[CH:7][CH:6]=3)([OH:34])[C:9]([CH3:33])([CH3:32])[CH2:10]2)=[O:31])[CH2:17][CH2:18][O:19][CH2:20][CH2:21]1, predict the reactants needed to synthesize it. The reactants are: [Cl:1][C:2]1[CH:7]=[CH:6][C:5]([C@@:8]2([OH:34])[CH2:13][CH2:12][N:11]([C:14](=[O:31])[CH2:15][C:16]3([NH:22]C(=O)C4C=CC=CC=4)[CH2:21][CH2:20][O:19][CH2:18][CH2:17]3)[CH2:10][C:9]2([CH3:33])[CH3:32])=[CH:4][CH:3]=1.Cl. (4) Given the product [O:17]=[C:13]1[N:12]([S:9]([NH:8][C:6]2[N:7]=[C:2]([NH:25][C:26](=[O:32])[O:27][C:28]([CH3:31])([CH3:30])[CH3:29])[CH:3]=[CH:4][CH:5]=2)(=[O:10])=[O:11])[CH2:16][CH2:15][O:14]1, predict the reactants needed to synthesize it. The reactants are: C[C:2]1[N:7]=[C:6]([NH:8][S:9]([N:12]2[CH2:16][CH2:15][O:14][C:13]2=[O:17])(=[O:11])=[O:10])[CH:5]=[CH:4][CH:3]=1.NC1N=C([NH:25][C:26](=[O:32])[O:27][C:28]([CH3:31])([CH3:30])[CH3:29])C=CC=1. (5) The reactants are: [N:1]([CH2:4][C:5]1[CH:6]=[C:7]([C:11]2[N:15]=[CH:14][N:13]([C:16]3[CH:21]=[CH:20][C:19]([O:22][C:23]([F:26])([F:25])[F:24])=[CH:18][CH:17]=3)[N:12]=2)[CH:8]=[CH:9][CH:10]=1)=[C:2]=[O:3].[C:27]1([CH3:37])[CH:32]=[CH:31][CH:30]=[CH:29][C:28]=1[NH:33][C:34]([NH2:36])=[S:35]. Given the product [C:27]1([CH3:37])[CH:32]=[CH:31][CH:30]=[CH:29][C:28]=1[NH:33][C:34]([NH:36][C:2]([NH:1][CH2:4][C:5]1[CH:10]=[CH:9][CH:8]=[C:7]([C:11]2[N:15]=[CH:14][N:13]([C:16]3[CH:21]=[CH:20][C:19]([O:22][C:23]([F:25])([F:24])[F:26])=[CH:18][CH:17]=3)[N:12]=2)[CH:6]=1)=[O:3])=[S:35], predict the reactants needed to synthesize it. (6) Given the product [F:17][C:14]1[CH:15]=[CH:16][C:11]([C@@H:9]([NH:8][C:6]2[N:5]=[C:4]([N:18]3[CH2:23][CH2:22][C:21]([CH2:25][OH:26])([OH:24])[CH2:20][CH2:19]3)[CH:3]=[C:2]([NH:27][C:28]3[CH:33]=[N:32][CH:31]=[CH:30][N:29]=3)[N:7]=2)[CH3:10])=[CH:12][CH:13]=1, predict the reactants needed to synthesize it. The reactants are: Cl[C:2]1[N:7]=[C:6]([NH:8][C@H:9]([C:11]2[CH:16]=[CH:15][C:14]([F:17])=[CH:13][CH:12]=2)[CH3:10])[N:5]=[C:4]([N:18]2[CH2:23][CH2:22][C:21]([CH2:25][OH:26])([OH:24])[CH2:20][CH2:19]2)[CH:3]=1.[NH2:27][C:28]1[CH:33]=[N:32][CH:31]=[CH:30][N:29]=1.C1(P(C2CCCCC2)C2C=CC=CC=2C2C(C(C)C)=CC(C(C)C)=CC=2C(C)C)CCCCC1.CC(C)([O-])C.[Na+].